This data is from Full USPTO retrosynthesis dataset with 1.9M reactions from patents (1976-2016). The task is: Predict the reactants needed to synthesize the given product. Given the product [Cl:1][C:2]1[S:6][C:5]([C:7]([NH:9][CH2:10][C:11]2[N:12]=[CH:13][N:14]([C:16]3[CH:21]=[CH:20][C:19]([N:22]4[CH:27]=[CH:26][CH:25]=[CH:24][C:23]4=[O:28])=[CH:18][C:17]=3[OH:30])[CH:15]=2)=[O:8])=[CH:4][CH:3]=1, predict the reactants needed to synthesize it. The reactants are: [Cl:1][C:2]1[S:6][C:5]([C:7]([NH:9][CH2:10][C:11]2[N:12]=[CH:13][N:14]([C:16]3[CH:21]=[CH:20][C:19]([N:22]4[CH:27]=[CH:26][CH:25]=[CH:24][C:23]4=[O:28])=[CH:18][C:17]=3F)[CH:15]=2)=[O:8])=[CH:4][CH:3]=1.[OH-:30].[Na+].